Task: Predict the reactants needed to synthesize the given product.. Dataset: Full USPTO retrosynthesis dataset with 1.9M reactions from patents (1976-2016) (1) Given the product [OH:17][CH2:16][C@H:15]1[CH2:14][N:13]([C:18]([O:20][C:21]([CH3:24])([CH3:23])[CH3:22])=[O:19])[CH2:12][C:9]2([CH2:10][CH2:11]2)[NH:8]1, predict the reactants needed to synthesize it. The reactants are: C([N:8]1[C@@H:15]([CH2:16][OH:17])[CH2:14][N:13]([C:18]([O:20][C:21]([CH3:24])([CH3:23])[CH3:22])=[O:19])[CH2:12][C:9]21[CH2:11][CH2:10]2)C1C=CC=CC=1. (2) Given the product [F:1][C:2]1[CH:7]=[CH:6][C:5]([N:8]([CH2:9][C:10]2[CH:15]=[CH:14][C:13]([NH:16][C:17]([C@@H:19]3[CH2:23][CH2:22][CH2:21][N:20]3[C:24](=[O:38])[C@@H:25]([C:32]3[CH:33]=[CH:34][CH:35]=[CH:36][CH:37]=3)[N:26]3[CH2:27][CH2:28][CH2:29][CH2:30][CH2:31]3)=[O:18])=[CH:12][CH:11]=2)[CH2:39][C:40]2[CH:45]=[CH:44][C:43]([NH:46][C:47]([C@@H:49]3[CH2:53][CH2:52][CH2:51][NH:50]3)=[O:48])=[CH:42][CH:41]=2)=[CH:4][CH:3]=1, predict the reactants needed to synthesize it. The reactants are: [F:1][C:2]1[CH:7]=[CH:6][C:5]([N:8]([CH2:39][C:40]2[CH:45]=[CH:44][C:43]([NH:46][C:47]([C@@H:49]3[CH2:53][CH2:52][CH2:51][N:50]3C(OC(C)(C)C)=O)=[O:48])=[CH:42][CH:41]=2)[CH2:9][C:10]2[CH:15]=[CH:14][C:13]([NH:16][C:17]([C@@H:19]3[CH2:23][CH2:22][CH2:21][N:20]3[C:24](=[O:38])[C@@H:25]([C:32]3[CH:37]=[CH:36][CH:35]=[CH:34][CH:33]=3)[N:26]3[CH2:31][CH2:30][CH2:29][CH2:28][CH2:27]3)=[O:18])=[CH:12][CH:11]=2)=[CH:4][CH:3]=1.FC(F)(F)C(O)=O. (3) Given the product [ClH:17].[NH2:18][C@@H:19]([C:24]([O:26][CH:27]1[CH2:28][CH2:29][CH2:30][CH2:31]1)=[O:25])[CH2:20][CH:21]([CH3:23])[CH3:22], predict the reactants needed to synthesize it. The reactants are: C(OC(N[C@@H](C(O)=O)CC(C)C)=O)(C)(C)C.[ClH:17].[NH2:18][C@H:19]([C:24]([O:26][CH:27]1[CH2:31][CH2:30][CH2:29][CH2:28]1)=[O:25])[CH2:20][CH:21]([CH3:23])[CH3:22]. (4) Given the product [Cl:14][C:8]1[CH:7]=[C:6]2[C:11]([C:12](=[O:13])[C:3]([CH2:2][NH:1][C:30]([C:27]3[CH:28]=[C:29]4[C:24]([CH:23]=[CH:22][NH:21]4)=[CH:25][CH:26]=3)=[O:31])=[CH:4][N:5]2[C:15]2[CH:16]=[CH:17][CH:18]=[CH:19][CH:20]=2)=[CH:10][CH:9]=1, predict the reactants needed to synthesize it. The reactants are: [NH2:1][CH2:2][C:3]1[C:12](=[O:13])[C:11]2[C:6](=[CH:7][C:8]([Cl:14])=[CH:9][CH:10]=2)[N:5]([C:15]2[CH:20]=[CH:19][CH:18]=[CH:17][CH:16]=2)[CH:4]=1.[NH:21]1[C:29]2[C:24](=[CH:25][CH:26]=[C:27]([C:30](O)=[O:31])[CH:28]=2)[CH:23]=[CH:22]1.